This data is from Full USPTO retrosynthesis dataset with 1.9M reactions from patents (1976-2016). The task is: Predict the reactants needed to synthesize the given product. (1) The reactants are: [Br:1][C:2]1[C:10]2[C:9](Cl)=[N:8][CH:7]=[N:6][C:5]=2[S:4][CH:3]=1.[CH:12]12[NH:19][CH:16]([CH2:17][CH2:18]1)[CH2:15][CH:14]([OH:20])[CH2:13]2.C(=O)([O-])[O-].[K+].[K+]. Given the product [Br:1][C:2]1[C:10]2[C:9]([N:19]3[CH:12]4[CH2:18][CH2:17][CH:16]3[CH2:15][CH:14]([OH:20])[CH2:13]4)=[N:8][CH:7]=[N:6][C:5]=2[S:4][CH:3]=1, predict the reactants needed to synthesize it. (2) Given the product [CH3:1][O:2][CH2:3][CH2:4][O:5][C:6]1[CH:11]=[C:10]([O:12][C:13]2[CH:18]=[CH:17][C:16]([C:19]([F:20])([F:21])[F:22])=[CH:15][N:14]=2)[CH:9]=[CH:8][C:7]=1[CH2:23][CH2:24][CH2:25][OH:26], predict the reactants needed to synthesize it. The reactants are: [CH3:1][O:2][CH2:3][CH2:4][O:5][C:6]1[CH:11]=[C:10]([O:12][C:13]2[CH:18]=[CH:17][C:16]([C:19]([F:22])([F:21])[F:20])=[CH:15][N:14]=2)[CH:9]=[CH:8][C:7]=1[CH2:23][CH2:24][C:25](OCC)=[O:26].[H-].[Al+3].[Li+].[H-].[H-].[H-].O.O.O.O.O.O.O.O.O.O.S([O-])([O-])(=O)=O.[Na+].[Na+]. (3) Given the product [NH3:7].[Br:1][C:2]1[CH:3]=[C:4]([CH:26]=[CH:27][CH:28]=1)[CH2:5][C@@:6]([CH3:25])([C:21]([O:23][CH3:24])=[O:22])[NH2:7], predict the reactants needed to synthesize it. The reactants are: [Br:1][C:2]1[CH:3]=[C:4]([CH:26]=[CH:27][CH:28]=1)[CH2:5][C@@:6]([CH3:25])([C:21]([O:23][CH3:24])=[O:22])[N:7]=C(C1C=CC=CC=1)C1C=CC=CC=1.Cl.